From a dataset of Full USPTO retrosynthesis dataset with 1.9M reactions from patents (1976-2016). Predict the reactants needed to synthesize the given product. (1) Given the product [Br:47][CH2:17][C:16]([C:13]1[CH:12]=[CH:11][CH:10]=[C:9]2[C:14]=1[N:15]=[C:6]([NH:5][C:1]([CH3:4])([CH3:2])[CH3:3])[C:7]([F:19])=[N:8]2)=[O:18], predict the reactants needed to synthesize it. The reactants are: [C:1]([NH:5][C:6]1[C:7]([F:19])=[N:8][C:9]2[C:14]([N:15]=1)=[C:13]([C:16](=[O:18])[CH3:17])[CH:12]=[CH:11][CH:10]=2)([CH3:4])([CH3:3])[CH3:2].FC(F)(F)S(O[Si](C(C)(C)C)(C)C)(=O)=O.C1COCC1.C1C(=O)N([Br:47])C(=O)C1. (2) The reactants are: C([C@H]1COC(=O)N1[C:14](=[O:29])[CH2:15][C@@H:16]([C:21]1[CH:26]=[CH:25][C:24]([Cl:27])=[C:23]([F:28])[CH:22]=1)[CH2:17][N+:18]([O-])=O)C1C=CC=CC=1. Given the product [Cl:27][C:24]1[CH:25]=[CH:26][C:21]([C@H:16]2[CH2:17][NH:18][C:14](=[O:29])[CH2:15]2)=[CH:22][C:23]=1[F:28], predict the reactants needed to synthesize it. (3) Given the product [C:40]([NH:1][CH:2]1[CH2:7][CH2:6][CH2:5][N:4]([C:8]2[CH:9]=[N:10][C:11]([O:17][C:18]3[CH:23]=[CH:22][C:21]([O:24][C:25]4[CH:30]=[CH:29][CH:28]=[CH:27][CH:26]=4)=[CH:20][CH:19]=3)=[C:12]([C:14]([NH2:16])=[O:15])[CH:13]=2)[CH2:3]1)(=[O:43])[CH:41]=[CH2:42], predict the reactants needed to synthesize it. The reactants are: [NH2:1][CH:2]1[CH2:7][CH2:6][CH2:5][N:4]([C:8]2[CH:9]=[N:10][C:11]([O:17][C:18]3[CH:23]=[CH:22][C:21]([O:24][C:25]4[CH:30]=[CH:29][CH:28]=[CH:27][CH:26]=4)=[CH:20][CH:19]=3)=[C:12]([C:14]([NH2:16])=[O:15])[CH:13]=2)[CH2:3]1.C(N(CC)C(C)C)(C)C.[C:40](Cl)(=[O:43])[CH:41]=[CH2:42]. (4) Given the product [F:24][C:19]([F:25])([O:18][C:15]1[CH:16]=[CH:17][C:12]([N:9]2[CH:10]=[N:11][C:7]([C:36]3[CH:41]=[CH:40][C:39]([NH:42][C:43](=[O:59])[O:44][C@H:45]4[C@H:50]([O:51][CH3:52])[C@H:49]([O:53][CH2:54][CH3:55])[C@@H:48]([O:56][CH3:57])[C@H:47]([CH3:58])[O:46]4)=[CH:38][CH:37]=3)=[N:8]2)=[CH:13][CH:14]=1)[C:20]([F:23])([F:22])[F:21], predict the reactants needed to synthesize it. The reactants are: FC(F)(F)S(O[C:7]1[N:11]=[CH:10][N:9]([C:12]2[CH:17]=[CH:16][C:15]([O:18][C:19]([F:25])([F:24])[C:20]([F:23])([F:22])[F:21])=[CH:14][CH:13]=2)[N:8]=1)(=O)=O.CC1(C)C(C)(C)OB([C:36]2[CH:41]=[CH:40][C:39]([NH:42][C:43](=[O:59])[O:44][C@H:45]3[C@H:50]([O:51][CH3:52])[C@H:49]([O:53][CH2:54][CH3:55])[C@@H:48]([O:56][CH3:57])[C@H:47]([CH3:58])[O:46]3)=[CH:38][CH:37]=2)O1.C([O-])([O-])=O.[Na+].[Na+]. (5) Given the product [Cl:31][C:28]1[N:29]=[C:30]2[C:25](=[CH:26][CH:27]=1)[N:24]=[CH:23][C:22]([CH2:32][OH:33])=[C:21]2[NH:20][C:17]1[CH:18]=[CH:19][C:14]([N:11]2[CH2:10][CH2:9][N:8]([C:6]([O:5][C:1]([CH3:3])([CH3:4])[CH3:2])=[O:7])[CH2:13][CH2:12]2)=[C:15]([C:36]([F:39])([F:37])[F:38])[CH:16]=1, predict the reactants needed to synthesize it. The reactants are: [C:1]([O:5][C:6]([N:8]1[CH2:13][CH2:12][N:11]([C:14]2[CH:19]=[CH:18][C:17]([NH:20][C:21]3[C:30]4[C:25](=[CH:26][CH:27]=[C:28]([Cl:31])[N:29]=4)[N:24]=[CH:23][C:22]=3[C:32](OC)=[O:33])=[CH:16][C:15]=2[C:36]([F:39])([F:38])[F:37])[CH2:10][CH2:9]1)=[O:7])([CH3:4])([CH3:3])[CH3:2].[BH4-].[Na+]. (6) The reactants are: C=C[C@@H]1[C@@H]2C[C@H]([C@@H:11]([OH:22])[C:12]3C4C(=CC=CC=4)N=CC=3)N(CC2)C1.N1C=CC=CC=1.[CH3:29][NH:30][C:31]([C:33]1[CH:42]=[CH:41][C:40]2[C:35](=[CH:36][CH:37]=[C:38]([C:43]([C:45]3[N:46]=[CH:47][N:48]([C:50]([C:63]4[CH:68]=[CH:67][CH:66]=[CH:65][CH:64]=4)([C:57]4[CH:62]=[CH:61][CH:60]=[CH:59][CH:58]=4)[C:51]4[CH:56]=[CH:55][CH:54]=[CH:53][CH:52]=4)[CH:49]=3)=[O:44])[CH:39]=2)[CH:34]=1)=[O:32].Cl.[O:70]1CC[CH2:72][CH2:71]1. Given the product [OH:44][C@@:43]([C:38]1[CH:37]=[CH:36][C:35]2[C:40](=[CH:41][CH:42]=[C:33]([C:31]([NH:30][CH3:29])=[O:32])[CH:34]=2)[CH:39]=1)([C:45]1[N:46]=[CH:47][N:48]([C:50]([C:51]2[CH:56]=[CH:55][CH:54]=[CH:53][CH:52]=2)([C:57]2[CH:58]=[CH:59][CH:60]=[CH:61][CH:62]=2)[C:63]2[CH:68]=[CH:67][CH:66]=[CH:65][CH:64]=2)[CH:49]=1)[CH2:72][C:71]([O:22][CH2:11][CH3:12])=[O:70], predict the reactants needed to synthesize it. (7) Given the product [CH3:22][O:25][C:13]1[CH:14]=[CH:15][C:16]([C:2]2[S:6][C:5]3=[N:7][CH:8]=[C:9]([C:36]4[CH:37]=[C:38]([C:43]([F:46])([F:45])[F:44])[C:39]([NH2:42])=[N:40][CH:41]=4)[N:4]3[N:3]=2)=[CH:17][CH:18]=1, predict the reactants needed to synthesize it. The reactants are: Br[C:2]1[S:6][C:5]2=[N:7][CH:8]=[C:9](I)[N:4]2[N:3]=1.C([C:13]1[CH:14]=[C:15](B(O)O)[CH:16]=[CH:17][CH:18]=1)#N.[C:22]([O-:25])([O-])=O.[Na+].[Na+].CC1(C)C(C)(C)OB([C:36]2[CH:37]=[C:38]([C:43]([F:46])([F:45])[F:44])[C:39]([NH2:42])=[N:40][CH:41]=2)O1.C([O-])([O-])=O.[K+].[K+].